Dataset: Full USPTO retrosynthesis dataset with 1.9M reactions from patents (1976-2016). Task: Predict the reactants needed to synthesize the given product. (1) Given the product [C:1]([C:3]1[C:4]([N:24]2[CH2:25][CH2:26][CH:27]([C:30]([NH:44][S:41]([CH2:40][C:37]3[CH:38]=[CH:39][C:34]([CH3:33])=[CH:35][CH:36]=3)(=[O:42])=[O:43])=[O:31])[CH2:28][CH2:29]2)=[N:5][C:6]([CH2:17][N:18]2[CH2:22][CH2:21][CH2:20][C:19]2=[O:23])=[C:7]([C:9](=[O:16])[CH2:10][CH2:11][C:12]([F:15])([F:13])[F:14])[CH:8]=1)#[N:2], predict the reactants needed to synthesize it. The reactants are: [C:1]([C:3]1[C:4]([N:24]2[CH2:29][CH2:28][CH:27]([C:30](O)=[O:31])[CH2:26][CH2:25]2)=[N:5][C:6]([CH2:17][N:18]2[CH2:22][CH2:21][CH2:20][C:19]2=[O:23])=[C:7]([C:9](=[O:16])[CH2:10][CH2:11][C:12]([F:15])([F:14])[F:13])[CH:8]=1)#[N:2].[CH3:33][C:34]1[CH:39]=[CH:38][C:37]([CH2:40][S:41]([NH2:44])(=[O:43])=[O:42])=[CH:36][CH:35]=1. (2) Given the product [C:1]([O:5][C:6](=[O:36])[NH:7][C@@H:8]1[CH2:12][CH2:11][CH2:10][C@H:9]1[C:13]([NH:15][NH:16][C:17]([C@@H:19]1[CH2:25][CH2:24][C@@H:23]2[CH2:26][N:20]1[C:21](=[O:35])[N:22]2[OH:27])=[O:18])=[O:14])([CH3:4])([CH3:2])[CH3:3], predict the reactants needed to synthesize it. The reactants are: [C:1]([O:5][C:6](=[O:36])[NH:7][C@@H:8]1[CH2:12][CH2:11][CH2:10][C@H:9]1[C:13]([NH:15][NH:16][C:17]([C@@H:19]1[CH2:25][CH2:24][C@@H:23]2[CH2:26][N:20]1[C:21](=[O:35])[N:22]2[O:27]CC1C=CC=CC=1)=[O:18])=[O:14])([CH3:4])([CH3:3])[CH3:2]. (3) Given the product [O:1]=[C:2]1[N:6]([C:17]([O:16][C:12]([CH3:15])([CH3:14])[CH3:13])=[O:18])[C@H:5]([C:7]([O:9][CH2:10][CH3:11])=[O:8])[CH2:4][CH2:3]1, predict the reactants needed to synthesize it. The reactants are: [O:1]=[C:2]1[NH:6][C@H:5]([C:7]([O:9][CH2:10][CH3:11])=[O:8])[CH2:4][CH2:3]1.[C:12]([O:16][C:17](O[C:17]([O:16][C:12]([CH3:15])([CH3:14])[CH3:13])=[O:18])=[O:18])([CH3:15])([CH3:14])[CH3:13]. (4) Given the product [Br:1][C:2]1[N:7]=[CH:6][C:5]2[C:8]([I:11])=[CH:9][N:10]([CH:15]([CH3:17])[CH3:16])[C:4]=2[CH:3]=1, predict the reactants needed to synthesize it. The reactants are: [Br:1][C:2]1[N:7]=[CH:6][C:5]2[C:8]([I:11])=[CH:9][NH:10][C:4]=2[CH:3]=1.[H-].[Na+].I[CH:15]([CH3:17])[CH3:16]. (5) Given the product [CH2:1]([O:8][C:9]([C:11]1([C:16]([OH:18])=[O:17])[CH2:15][CH2:14][CH2:13][O:12]1)=[O:10])[C:2]1[CH:3]=[CH:4][CH:5]=[CH:6][CH:7]=1, predict the reactants needed to synthesize it. The reactants are: [CH2:1]([O:8][C:9]([C:11]1([C:16]([O:18]CC2C=CC=CC=2)=[O:17])[CH2:15][CH2:14][CH2:13][O:12]1)=[O:10])[C:2]1[CH:7]=[CH:6][CH:5]=[CH:4][CH:3]=1.[H][H]. (6) Given the product [N:21]1[CH:20]=[CH:19][CH:18]=[N:17][C:16]=1[N:13]1[CH2:12][CH2:11][N:10]([CH2:9][C:6]2[CH:7]=[CH:8][C:3]([CH2:2][NH:1][C:22](=[O:25])[CH2:23][CH3:24])=[CH:4][CH:5]=2)[CH2:15][CH2:14]1, predict the reactants needed to synthesize it. The reactants are: [NH2:1][CH2:2][C:3]1[CH:8]=[CH:7][C:6]([CH2:9][N:10]2[CH2:15][CH2:14][N:13]([C:16]3[N:21]=[CH:20][CH:19]=[CH:18][N:17]=3)[CH2:12][CH2:11]2)=[CH:5][CH:4]=1.[C:22](Cl)(=[O:25])[CH2:23][CH3:24].C(N(CC)CC)C.